From a dataset of Forward reaction prediction with 1.9M reactions from USPTO patents (1976-2016). Predict the product of the given reaction. (1) The product is: [CH3:28][N:29]([CH3:30])[CH2:31][C:32]#[C:33][C:13]1[CH:12]=[C:11]2[C:16]([C:7](=[N:6][OH:5])[CH:8]=[C:9]([C:18]3[N:19]=[CH:20][C:21]4[C:26]([CH:27]=3)=[CH:25][CH:24]=[CH:23][CH:22]=4)[O:10]2)=[CH:15][CH:14]=1. Given the reactants C([O:5][N:6]=[C:7]1[C:16]2[C:11](=[CH:12][C:13](Br)=[CH:14][CH:15]=2)[O:10][C:9]([C:18]2[N:19]=[CH:20][C:21]3[C:26]([CH:27]=2)=[CH:25][CH:24]=[CH:23][CH:22]=3)=[CH:8]1)(C)(C)C.[CH3:28][N:29]([CH2:31][C:32]#[CH:33])[CH3:30], predict the reaction product. (2) Given the reactants Cl.[CH2:2]([O:9][C:10]([C@@H:12]1[CH2:16][CH2:15][CH2:14][N:13]1[C:17](=[O:29])[C@H:18]([NH2:28])[CH2:19][C:20]1[CH:25]=[CH:24][C:23]([O:26][CH3:27])=[CH:22][CH:21]=1)=[O:11])[C:3]1[CH:8]=[CH:7][CH:6]=[CH:5][CH:4]=1.[C:30]([O-])(O)=[O:31].[Na+].ClC(Cl)(OC(=O)OC(Cl)(Cl)Cl)Cl, predict the reaction product. The product is: [CH2:2]([O:9][C:10]([C@@H:12]1[CH2:16][CH2:15][CH2:14][N:13]1[C:17](=[O:29])[C@H:18]([N:28]=[C:30]=[O:31])[CH2:19][C:20]1[CH:25]=[CH:24][C:23]([O:26][CH3:27])=[CH:22][CH:21]=1)=[O:11])[C:3]1[CH:8]=[CH:7][CH:6]=[CH:5][CH:4]=1. (3) Given the reactants Br[C:2]1[CH:3]=[C:4]2[C@@:11]3([C:16]([F:18])([F:17])[CH2:15][O:14][C:13]([NH2:19])=[N:12]3)[CH2:10][CH2:9][O:8][C:5]2=[CH:6][CH:7]=1.[CH3:20][O:21][C:22]1[CH:23]=[C:24](B(O)O)[CH:25]=[N:26][CH:27]=1, predict the reaction product. The product is: [F:17][C:16]1([F:18])[CH2:15][O:14][C:13]([NH2:19])=[N:12][C@@:11]21[C:4]1[C:5](=[CH:6][CH:7]=[C:2]([C:24]3[CH:25]=[N:26][CH:27]=[C:22]([O:21][CH3:20])[CH:23]=3)[CH:3]=1)[O:8][CH2:9][CH2:10]2. (4) Given the reactants [F:1][C:2]1[CH:11]=[C:10]2[C:5]([C:6]([CH3:16])=[CH:7][C:8](=[O:15])[N:9]2[CH2:12][CH:13]=O)=[CH:4][CH:3]=1.[O:17]1[C:22]2[CH:23]=[CH:24][C:25]([CH2:27][N:28]([CH:36]3[CH2:41][CH2:40][NH:39][CH2:38][CH2:37]3)[C:29](=[O:35])[O:30][C:31]([CH3:34])([CH3:33])[CH3:32])=[CH:26][C:21]=2[O:20][CH2:19][CH2:18]1.C(O[BH-](OC(=O)C)OC(=O)C)(=O)C.[Na+].C(=O)([O-])O.[Na+], predict the reaction product. The product is: [O:17]1[C:22]2[CH:23]=[CH:24][C:25]([CH2:27][N:28]([CH:36]3[CH2:41][CH2:40][N:39]([CH2:13][CH2:12][N:9]4[C:10]5[C:5](=[CH:4][CH:3]=[C:2]([F:1])[CH:11]=5)[C:6]([CH3:16])=[CH:7][C:8]4=[O:15])[CH2:38][CH2:37]3)[C:29](=[O:35])[O:30][C:31]([CH3:34])([CH3:32])[CH3:33])=[CH:26][C:21]=2[O:20][CH2:19][CH2:18]1. (5) Given the reactants Br[CH2:2][CH2:3][O:4][C:5](=[O:18])[C:6]([CH3:17])([C:8]1[CH:13]=[CH:12][CH:11]=[C:10]([N+:14]([O-:16])=[O:15])[CH:9]=1)[CH3:7].[I-].[Na+].[CH:21]([C:24]1[NH:25][CH:26]=[CH:27][N:28]=1)([CH3:23])[CH3:22].C(N(CC)CC)C, predict the reaction product. The product is: [CH:21]([C:24]1[N:25]([CH2:2][CH2:3][O:4][C:5](=[O:18])[C:6]([CH3:17])([C:8]2[CH:13]=[CH:12][CH:11]=[C:10]([N+:14]([O-:16])=[O:15])[CH:9]=2)[CH3:7])[CH:26]=[CH:27][N:28]=1)([CH3:23])[CH3:22].